The task is: Binary Classification. Given a T-cell receptor sequence (or CDR3 region) and an epitope sequence, predict whether binding occurs between them.. This data is from TCR-epitope binding with 47,182 pairs between 192 epitopes and 23,139 TCRs. (1) Result: 1 (the TCR binds to the epitope). The TCR CDR3 sequence is CASSLADGDSGNTIYF. The epitope is KLPDDFTGCV. (2) The epitope is ISDYDYYRY. The TCR CDR3 sequence is CASSFFAGVEQFF. Result: 0 (the TCR does not bind to the epitope). (3) The epitope is RLQSLQTYV. The TCR CDR3 sequence is CASSSPLGETQYF. Result: 0 (the TCR does not bind to the epitope). (4) The epitope is FLLNKEMYL. The TCR CDR3 sequence is CASSQGFGETNEKLFF. Result: 0 (the TCR does not bind to the epitope). (5) The epitope is RLRAEAQVK. The TCR CDR3 sequence is CSATDRDGGPEQYF. Result: 0 (the TCR does not bind to the epitope). (6) The epitope is RPRGEVRFL. The TCR CDR3 sequence is CASTPRASGETQYF. Result: 0 (the TCR does not bind to the epitope).